Dataset: Forward reaction prediction with 1.9M reactions from USPTO patents (1976-2016). Task: Predict the product of the given reaction. (1) Given the reactants [I:1][C:2]1[CH:3]=[C:4]([N:8]2[N:12]=[N:11][C:10]([CH2:13][OH:14])=[N:9]2)[CH:5]=[CH:6][CH:7]=1.[H-].[Na+].[CH:17]1([N:20]2[C:24](S(C)(=O)=O)=[N:23][N:22]=[C:21]2[C:29]2[CH:34]=[CH:33][N:32]=[CH:31][CH:30]=2)[CH2:19][CH2:18]1, predict the reaction product. The product is: [CH:17]1([N:20]2[C:24]([O:14][CH2:13][C:10]3[N:11]=[N:12][N:8]([C:4]4[CH:5]=[CH:6][CH:7]=[C:2]([I:1])[CH:3]=4)[N:9]=3)=[N:23][N:22]=[C:21]2[C:29]2[CH:30]=[CH:31][N:32]=[CH:33][CH:34]=2)[CH2:19][CH2:18]1. (2) Given the reactants [Cl:1][C:2]([Cl:19])([F:18])[S:3][C:4]1[CH:5]=[N:6][N:7](CC2C=CC(OC)=CC=2)[CH:8]=1.FC(F)(F)C(O)=O.C(=O)([O-])O.[Na+], predict the reaction product. The product is: [Cl:1][C:2]([Cl:19])([F:18])[S:3][C:4]1[CH:5]=[N:6][NH:7][CH:8]=1. (3) Given the reactants [CH3:1][N:2]([CH3:35])[C:3]1([C:29]2[CH:34]=[CH:33][CH:32]=[CH:31][CH:30]=2)[CH2:8][CH2:7][CH:6]([CH2:9][NH:10][C:11]([N:13]2[CH2:18][CH:17]=[C:16]([C:19]3[C:27]4[C:22](=[CH:23][CH:24]=[C:25]([Cl:28])[CH:26]=4)[NH:21][CH:20]=3)[CH2:15][CH2:14]2)=[O:12])[CH2:5][CH2:4]1.Cl[Si](C)(C)C.C(OCC)C, predict the reaction product. The product is: [ClH:28].[CH3:1][N:2]([CH3:35])[C:3]1([C:29]2[CH:30]=[CH:31][CH:32]=[CH:33][CH:34]=2)[CH2:4][CH2:5][CH:6]([CH2:9][NH:10][C:11]([N:13]2[CH2:14][CH:15]=[C:16]([C:19]3[C:27]4[C:22](=[CH:23][CH:24]=[C:25]([Cl:28])[CH:26]=4)[NH:21][CH:20]=3)[CH2:17][CH2:18]2)=[O:12])[CH2:7][CH2:8]1.[CH3:1][N:2]([CH3:35])[C:3]1([C:29]2[CH:30]=[CH:31][CH:32]=[CH:33][CH:34]=2)[CH2:4][CH2:5][CH:6]([CH2:9][NH:10][C:11]([N:13]2[CH2:14][CH:15]=[C:16]([C:19]3[C:27]4[C:22](=[CH:23][CH:24]=[C:25]([Cl:28])[CH:26]=4)[NH:21][CH:20]=3)[CH2:17][CH2:18]2)=[O:12])[CH2:7][CH2:8]1.